Dataset: NCI-60 drug combinations with 297,098 pairs across 59 cell lines. Task: Regression. Given two drug SMILES strings and cell line genomic features, predict the synergy score measuring deviation from expected non-interaction effect. (1) Cell line: SF-539. Drug 1: C1=CC(=CC=C1C#N)C(C2=CC=C(C=C2)C#N)N3C=NC=N3. Synergy scores: CSS=3.00, Synergy_ZIP=-1.01, Synergy_Bliss=0.617, Synergy_Loewe=-1.19, Synergy_HSA=-1.38. Drug 2: CC1=CC=C(C=C1)C2=CC(=NN2C3=CC=C(C=C3)S(=O)(=O)N)C(F)(F)F. (2) Drug 1: CNC(=O)C1=CC=CC=C1SC2=CC3=C(C=C2)C(=NN3)C=CC4=CC=CC=N4. Drug 2: CCCCC(=O)OCC(=O)C1(CC(C2=C(C1)C(=C3C(=C2O)C(=O)C4=C(C3=O)C=CC=C4OC)O)OC5CC(C(C(O5)C)O)NC(=O)C(F)(F)F)O. Cell line: HS 578T. Synergy scores: CSS=-0.674, Synergy_ZIP=3.11, Synergy_Bliss=4.43, Synergy_Loewe=2.76, Synergy_HSA=2.09. (3) Drug 2: CCC(=C(C1=CC=CC=C1)C2=CC=C(C=C2)OCCN(C)C)C3=CC=CC=C3.C(C(=O)O)C(CC(=O)O)(C(=O)O)O. Cell line: OVCAR-5. Drug 1: CN(C)N=NC1=C(NC=N1)C(=O)N. Synergy scores: CSS=-2.23, Synergy_ZIP=-0.894, Synergy_Bliss=-2.20, Synergy_Loewe=-4.50, Synergy_HSA=-3.22. (4) Drug 1: CC1C(C(CC(O1)OC2CC(CC3=C2C(=C4C(=C3O)C(=O)C5=C(C4=O)C(=CC=C5)OC)O)(C(=O)CO)O)N)O.Cl. Drug 2: CC1OCC2C(O1)C(C(C(O2)OC3C4COC(=O)C4C(C5=CC6=C(C=C35)OCO6)C7=CC(=C(C(=C7)OC)O)OC)O)O. Cell line: MOLT-4. Synergy scores: CSS=77.6, Synergy_ZIP=2.04, Synergy_Bliss=2.62, Synergy_Loewe=-14.5, Synergy_HSA=3.38. (5) Cell line: SK-MEL-2. Synergy scores: CSS=46.4, Synergy_ZIP=2.28, Synergy_Bliss=3.11, Synergy_Loewe=-27.8, Synergy_HSA=2.55. Drug 2: C1CN(P(=O)(OC1)NCCCl)CCCl. Drug 1: C1=CC(=C2C(=C1NCCNCCO)C(=O)C3=C(C=CC(=C3C2=O)O)O)NCCNCCO. (6) Drug 1: CCCCC(=O)OCC(=O)C1(CC(C2=C(C1)C(=C3C(=C2O)C(=O)C4=C(C3=O)C=CC=C4OC)O)OC5CC(C(C(O5)C)O)NC(=O)C(F)(F)F)O. Drug 2: CN(CC1=CN=C2C(=N1)C(=NC(=N2)N)N)C3=CC=C(C=C3)C(=O)NC(CCC(=O)O)C(=O)O. Cell line: OVCAR-5. Synergy scores: CSS=59.1, Synergy_ZIP=-3.39, Synergy_Bliss=-5.77, Synergy_Loewe=-12.5, Synergy_HSA=-4.95. (7) Drug 1: CCCCCOC(=O)NC1=NC(=O)N(C=C1F)C2C(C(C(O2)C)O)O. Drug 2: C1CC(=O)NC(=O)C1N2C(=O)C3=CC=CC=C3C2=O. Cell line: KM12. Synergy scores: CSS=-4.12, Synergy_ZIP=4.74, Synergy_Bliss=5.68, Synergy_Loewe=-7.46, Synergy_HSA=-5.72. (8) Synergy scores: CSS=35.6, Synergy_ZIP=-0.282, Synergy_Bliss=2.87, Synergy_Loewe=-8.49, Synergy_HSA=3.70. Cell line: T-47D. Drug 2: CC1C(C(CC(O1)OC2CC(CC3=C2C(=C4C(=C3O)C(=O)C5=CC=CC=C5C4=O)O)(C(=O)C)O)N)O. Drug 1: CC12CCC(CC1=CCC3C2CCC4(C3CC=C4C5=CN=CC=C5)C)O. (9) Cell line: SK-MEL-28. Drug 2: CN(CCCl)CCCl.Cl. Synergy scores: CSS=25.7, Synergy_ZIP=-6.77, Synergy_Bliss=-1.29, Synergy_Loewe=-0.933, Synergy_HSA=-0.637. Drug 1: CCC1(CC2CC(C3=C(CCN(C2)C1)C4=CC=CC=C4N3)(C5=C(C=C6C(=C5)C78CCN9C7C(C=CC9)(C(C(C8N6C=O)(C(=O)OC)O)OC(=O)C)CC)OC)C(=O)OC)O.OS(=O)(=O)O.